From a dataset of Forward reaction prediction with 1.9M reactions from USPTO patents (1976-2016). Predict the product of the given reaction. (1) Given the reactants [CH2:1]([O:3][C:4]1[CH:12]=[CH:11][C:10]([S:13]([N:16]2[CH2:21][CH2:20][N:19]([CH3:22])[CH2:18][CH2:17]2)(=[O:15])=[O:14])=[CH:9][C:5]=1[C:6]([OH:8])=[O:7])[CH3:2].Cl.[CH2:24](O)[CH3:25], predict the reaction product. The product is: [CH2:1]([O:3][C:4]1[CH:12]=[CH:11][C:10]([S:13]([N:16]2[CH2:17][CH2:18][N:19]([CH3:22])[CH2:20][CH2:21]2)(=[O:15])=[O:14])=[CH:9][C:5]=1[C:6]([O:8][CH2:24][CH3:25])=[O:7])[CH3:2]. (2) Given the reactants Br[C:2]1[CH:3]=[C:4]2[C:9](=[CH:10][CH:11]=1)[N:8]=[CH:7][C:6]([C:12]([CH:14]1[CH2:16][CH2:15]1)=[O:13])=[C:5]2[NH:17][C:18]1[CH:19]=[CH:20][C:21]([NH:24][CH:25]2[CH2:29][CH2:28][N:27](C(OC(C)(C)C)=O)[CH2:26]2)=[N:22][CH:23]=1.[Cl:37][C:38]1[CH:43]=[C:42](B2OC(C)(C)C(C)(C)O2)[CH:41]=[C:40]([F:53])[C:39]=1[OH:54], predict the reaction product. The product is: [Cl:37][C:38]1[CH:43]=[C:42]([C:2]2[CH:3]=[C:4]3[C:9](=[CH:10][CH:11]=2)[N:8]=[CH:7][C:6]([C:12]([CH:14]2[CH2:15][CH2:16]2)=[O:13])=[C:5]3[NH:17][C:18]2[CH:23]=[N:22][C:21]([NH:24][CH:25]3[CH2:29][CH2:28][NH:27][CH2:26]3)=[CH:20][CH:19]=2)[CH:41]=[C:40]([F:53])[C:39]=1[OH:54]. (3) Given the reactants [NH2:1][C:2]1[CH:7]=[CH:6][C:5]([C:8]2[CH:9]=[N:10][N:11]([C:13]([O:15][C:16]([CH3:19])([CH3:18])[CH3:17])=[O:14])[CH:12]=2)=[C:4](OC)[CH:3]=1.BrC1C=CC(N)=CC=1, predict the reaction product. The product is: [NH2:1][C:2]1[CH:7]=[CH:6][C:5]([C:8]2[CH:9]=[N:10][N:11]([C:13]([O:15][C:16]([CH3:19])([CH3:18])[CH3:17])=[O:14])[CH:12]=2)=[CH:4][CH:3]=1. (4) Given the reactants [Cl:1][C:2]1[CH:3]=[C:4]([CH2:8][CH2:9][NH:10][C:11](=[O:13])[CH3:12])[CH:5]=[CH:6][CH:7]=1.[S:14]([Cl:18])(=O)(=[O:16])[OH:15], predict the reaction product. The product is: [C:11]([NH:10][CH2:9][CH2:8][C:4]1[CH:3]=[C:2]([Cl:1])[CH:7]=[CH:6][C:5]=1[S:14]([Cl:18])(=[O:16])=[O:15])(=[O:13])[CH3:12]. (5) Given the reactants [Br:1][C:2]1[CH:3]=[N:4][C:5]2[N:6]([N:8]=[C:9]([C:11]([OH:13])=O)[CH:10]=2)[CH:7]=1.[CH3:14][CH:15]1[C:24]2[C:19](=[CH:20][CH:21]=[CH:22][C:23]=2[N+:25]([O-:27])=[O:26])[CH2:18][CH2:17][NH:16]1, predict the reaction product. The product is: [Br:1][C:2]1[CH:3]=[N:4][C:5]2[N:6]([N:8]=[C:9]([C:11]([N:16]3[CH2:17][CH2:18][C:19]4[C:24](=[C:23]([N+:25]([O-:27])=[O:26])[CH:22]=[CH:21][CH:20]=4)[CH:15]3[CH3:14])=[O:13])[CH:10]=2)[CH:7]=1. (6) Given the reactants [Cl:1][C:2]1[CH:7]=[C:6]([O:8]C)[CH:5]=[CH:4][C:3]=1[CH2:10][S:11][C:12]1[N:17]=[C:16]([OH:18])[CH:15]=[C:14]([CH3:19])[N:13]=1.B(Br)(Br)Br.O, predict the reaction product. The product is: [Cl:1][C:2]1[CH:7]=[C:6]([OH:8])[CH:5]=[CH:4][C:3]=1[CH2:10][S:11][C:12]1[N:17]=[C:16]([OH:18])[CH:15]=[C:14]([CH3:19])[N:13]=1. (7) Given the reactants [OH:1][C:2]1[N:7]=[C:6]2[S:8][C:9]3[CH2:14][CH2:13][CH2:12][CH2:11][C:10]=3[C:5]2=[C:4]([C:15]2[CH:20]=[CH:19][C:18]([CH3:21])=[CH:17][CH:16]=2)[C:3]=1[CH2:22][C:23]([OH:25])=[O:24].S(Cl)(Cl)=O.[CH3:30]O, predict the reaction product. The product is: [CH3:30][O:1][C:2]1[N:7]=[C:6]2[S:8][C:9]3[CH2:14][CH2:13][CH2:12][CH2:11][C:10]=3[C:5]2=[C:4]([C:15]2[CH:20]=[CH:19][C:18]([CH3:21])=[CH:17][CH:16]=2)[C:3]=1[CH2:22][C:23]([OH:25])=[O:24]. (8) The product is: [NH2:19][C:17]1[CH:16]=[CH:15][C:8]2[N:9]([CH2:10][C:11]([F:14])([F:13])[F:12])[C@H:4]([CH:1]([CH3:3])[CH3:2])[CH2:5][O:6][C:7]=2[CH:18]=1. Given the reactants [CH:1]([C@H:4]1[N:9]([CH2:10][C:11]([F:14])([F:13])[F:12])[C:8]2[CH:15]=[CH:16][C:17]([N+:19]([O-])=O)=[CH:18][C:7]=2[O:6][CH2:5]1)([CH3:3])[CH3:2], predict the reaction product. (9) Given the reactants Cl[C:2]1[N:3]=[CH:4][C:5]2[N:11]([CH3:12])[C:10](=[O:13])[CH2:9][CH2:8][N:7]([CH:14]3[CH2:18][CH2:17][CH2:16][CH2:15]3)[C:6]=2[N:19]=1.[CH3:20][O:21][C:22](=[O:32])[C:23]1[CH:28]=[CH:27][C:26]([NH2:29])=[C:25]([O:30][CH3:31])[CH:24]=1.C1(C)C=CC(S(O)(=O)=O)=CC=1, predict the reaction product. The product is: [CH3:20][O:21][C:22](=[O:32])[C:23]1[CH:28]=[CH:27][C:26]([NH:29][C:2]2[N:3]=[CH:4][C:5]3[N:11]([CH3:12])[C:10](=[O:13])[CH2:9][CH2:8][N:7]([CH:14]4[CH2:18][CH2:17][CH2:16][CH2:15]4)[C:6]=3[N:19]=2)=[C:25]([O:30][CH3:31])[CH:24]=1. (10) The product is: [CH2:57]([N:59]([CH2:60][C:61](=[O:63])[NH:48][CH:43]1[CH2:42][CH2:67][O:68][CH2:45][CH2:44]1)[C:21]([C:6]1[CH:7]=[C:8]2[C:3](=[CH:4][CH:5]=1)[N:2]([CH3:1])[C:14]1[CH2:13][CH2:12][CH:11]([CH:15]3[CH2:16][CH2:17][O:18][CH2:19][CH2:20]3)[CH2:10][C:9]2=1)=[O:22])[CH3:58]. Given the reactants [CH3:1][N:2]1[C:14]2[CH2:13][CH2:12][CH:11]([CH:15]3[CH2:20][CH2:19][O:18][CH2:17][CH2:16]3)[CH2:10][C:9]=2[C:8]2[C:3]1=[CH:4][CH:5]=[C:6]([C:21](O)=[O:22])[CH:7]=2.CCN(C(C)C)C(C)C.CN(C(ON1N=[N:48][C:43]2[CH:44]=[CH:45]C=N[C:42]1=2)=[N+](C)C)C.F[P-](F)(F)(F)(F)F.[CH2:57]([NH:59][CH2:60][C:61]([OH:63])=O)[CH3:58].CN([CH:67]=[O:68])C, predict the reaction product.